Regression. Given a peptide amino acid sequence and an MHC pseudo amino acid sequence, predict their binding affinity value. This is MHC class I binding data. From a dataset of Peptide-MHC class I binding affinity with 185,985 pairs from IEDB/IMGT. The peptide sequence is AENLWVTVYY. The MHC is Mamu-A11 with pseudo-sequence Mamu-A11. The binding affinity (normalized) is 0.483.